The task is: Predict the reactants needed to synthesize the given product.. This data is from Full USPTO retrosynthesis dataset with 1.9M reactions from patents (1976-2016). (1) Given the product [CH2:29]([N:26]1[CH2:25][CH2:24][CH:23]([O:22][C:17]2[CH:16]=[CH:15][C:14]([NH:13][C:6]([C:5]3[S:1][C:2]4[CH:12]=[CH:11][CH:10]=[CH:9][C:3]=4[CH:4]=3)=[O:8])=[CH:21][C:18]=2[C:19]#[N:20])[CH2:28][CH2:27]1)[C:30]1[CH:35]=[CH:34][CH:33]=[CH:32][CH:31]=1, predict the reactants needed to synthesize it. The reactants are: [S:1]1[C:5]([C:6]([OH:8])=O)=[CH:4][C:3]2[CH:9]=[CH:10][CH:11]=[CH:12][C:2]1=2.[NH2:13][C:14]1[CH:15]=[CH:16][C:17]([O:22][CH:23]2[CH2:28][CH2:27][N:26]([CH2:29][C:30]3[CH:35]=[CH:34][CH:33]=[CH:32][CH:31]=3)[CH2:25][CH2:24]2)=[C:18]([CH:21]=1)[C:19]#[N:20]. (2) Given the product [CH3:11][O:12][C:13]1[CH:14]=[CH:15][C:16]([C:19]([C:21]2[CH:22]=[C:23]3[C:28](=[CH:29][CH:30]=2)[N:27]=[CH:26][CH:25]=[C:24]3/[CH:31]=[CH:32]/[C:33]2[CH:38]=[CH:37][CH:36]=[CH:35][CH:34]=2)([C:2]2[S:1][CH:5]=[CH:4][N:3]=2)[OH:20])=[CH:17][CH:18]=1, predict the reactants needed to synthesize it. The reactants are: [S:1]1[CH:5]=[CH:4][N:3]=[CH:2]1.[Li]CCCC.[CH3:11][O:12][C:13]1[CH:18]=[CH:17][C:16]([C:19]([C:21]2[CH:22]=[C:23]3[C:28](=[CH:29][CH:30]=2)[N:27]=[CH:26][CH:25]=[C:24]3/[CH:31]=[CH:32]/[C:33]2[CH:38]=[CH:37][CH:36]=[CH:35][CH:34]=2)=[O:20])=[CH:15][CH:14]=1.